From a dataset of Catalyst prediction with 721,799 reactions and 888 catalyst types from USPTO. Predict which catalyst facilitates the given reaction. Reactant: [O:1]1[CH2:5][CH2:4][CH2:3][C@@H:2]1[C:6]([OH:8])=O.C(C1NC=CN=1)(C1NC=CN=1)=O.[CH3:21][NH:22][CH2:23][C:24]1[N:28]=[C:27]([NH2:29])[S:26][N:25]=1. Product: [NH2:29][C:27]1[S:26][N:25]=[C:24]([CH2:23][N:22]([CH3:21])[C:6]([C@H:2]2[CH2:3][CH2:4][CH2:5][O:1]2)=[O:8])[N:28]=1. The catalyst class is: 18.